Dataset: Forward reaction prediction with 1.9M reactions from USPTO patents (1976-2016). Task: Predict the product of the given reaction. (1) Given the reactants [NH2:1][C:2]1[C:12]([Cl:13])=[C:11]([CH:14]=O)[C:10]([C:16]([F:19])([F:18])[F:17])=[CH:9][C:3]=1[C:4]([O:6][CH2:7][CH3:8])=[O:5].[CH2:20]([N:22]([C@H:30]1[CH2:35][CH2:34][CH2:33][NH:32][CH2:31]1)[C:23](=[O:29])[O:24][C:25]([CH3:28])([CH3:27])[CH3:26])[CH3:21], predict the reaction product. The product is: [NH2:1][C:2]1[C:12]([Cl:13])=[C:11]([CH2:14][N:32]2[CH2:33][CH2:34][CH2:35][C@H:30]([N:22]([CH2:20][CH3:21])[C:23]([O:24][C:25]([CH3:27])([CH3:26])[CH3:28])=[O:29])[CH2:31]2)[C:10]([C:16]([F:19])([F:18])[F:17])=[CH:9][C:3]=1[C:4]([O:6][CH2:7][CH3:8])=[O:5]. (2) Given the reactants C(N(CC)CC)C.[NH2:8][C:9]1[CH:10]=[C:11]([NH:16][C:17](=[O:27])[C:18]2[CH:23]=[CH:22][CH:21]=[C:20]([N:24]([CH3:26])[CH3:25])[CH:19]=2)[CH:12]=[CH:13][C:14]=1[CH3:15].[N:28]1[C:37]2[C:32](=[CH:33][CH:34]=[CH:35][CH:36]=2)[N:31]=[CH:30][C:29]=1[C:38](Cl)=[O:39], predict the reaction product. The product is: [CH3:25][N:24]([CH3:26])[C:20]1[CH:19]=[C:18]([CH:23]=[CH:22][CH:21]=1)[C:17]([NH:16][C:11]1[CH:12]=[CH:13][C:14]([CH3:15])=[C:9]([NH:8][C:38]([C:29]2[CH:30]=[N:31][C:32]3[C:37](=[CH:36][CH:35]=[CH:34][CH:33]=3)[N:28]=2)=[O:39])[CH:10]=1)=[O:27]. (3) The product is: [CH2:1]([O:3][C:4](=[O:24])[C:5]1[CH:17]=[C:16]([C:18](=[O:23])[C:19]([F:22])([F:21])[F:20])[CH:15]=[C:7]([C:8]([N:10]([CH3:14])[CH2:11][CH2:12][CH3:13])=[O:9])[CH:6]=1)[CH3:2]. Given the reactants [CH2:1]([O:3][C:4](=[O:24])[C:5]1[CH:17]=[C:16]([CH:18]([OH:23])[C:19]([F:22])([F:21])[F:20])[CH:15]=[C:7]([C:8]([N:10]([CH3:14])[CH2:11][CH2:12][CH3:13])=[O:9])[CH:6]=1)[CH3:2].CC(OI1(OC(C)=O)(OC(C)=O)OC(=O)C2C=CC=CC1=2)=O, predict the reaction product. (4) Given the reactants C1C=C[NH+]=CC=1.[O-][Cr](Cl)(=O)=O.[CH3:12][O:13][C:14]([C:16]1[CH:21]=[CH:20][C:19]([CH:22]([C:24]2[CH:29]=[CH:28][C:27]([C:30]([O:32][CH3:33])=[O:31])=[CH:26][CH:25]=2)[OH:23])=[CH:18][CH:17]=1)=[O:15].[K+].[Br-], predict the reaction product. The product is: [CH3:33][O:32][C:30]([C:27]1[CH:26]=[CH:25][C:24]([C:22]([C:19]2[CH:20]=[CH:21][C:16]([C:14]([O:13][CH3:12])=[O:15])=[CH:17][CH:18]=2)=[O:23])=[CH:29][CH:28]=1)=[O:31]. (5) Given the reactants [CH3:1][CH:2]1[CH2:7][CH2:6][N:5]([CH2:8][CH2:9][O:10][C:11]2[CH:16]=[CH:15][C:14]([N+:17]([O-])=O)=[CH:13][CH:12]=2)[CH2:4][CH2:3]1.[H][H], predict the reaction product. The product is: [CH3:1][CH:2]1[CH2:3][CH2:4][N:5]([CH2:8][CH2:9][O:10][C:11]2[CH:16]=[CH:15][C:14]([NH2:17])=[CH:13][CH:12]=2)[CH2:6][CH2:7]1. (6) Given the reactants [CH3:1][O:2][C:3]([C:5]12[CH2:14][CH:9]3[CH2:10][CH:11]([CH2:13][CH:7]([C:8]3=O)[CH2:6]1)[CH2:12]2)=[O:4].C([O-])=O.[NH4+:19], predict the reaction product. The product is: [CH3:1][O:2][C:3]([C:5]12[CH2:14][CH:9]3[CH2:10][CH:11]([CH2:13][CH:7]([CH:8]3[NH2:19])[CH2:6]1)[CH2:12]2)=[O:4]. (7) Given the reactants [CH3:1][O:2][CH2:3][CH2:4][O:5][C:6]1[C:11]([O:12][CH2:13][CH2:14][O:15][CH3:16])=[CH:10][CH:9]=[CH:8][C:7]=1[CH2:17]O.C(N(CC)CC)C.S(Cl)([Cl:28])=O, predict the reaction product. The product is: [Cl:28][CH2:17][C:7]1[CH:8]=[CH:9][CH:10]=[C:11]([O:12][CH2:13][CH2:14][O:15][CH3:16])[C:6]=1[O:5][CH2:4][CH2:3][O:2][CH3:1]. (8) Given the reactants [CH3:1][N:2]1[CH:7]=[C:6](B2OC(C)(C)C(C)(C)O2)[CH:5]=[C:4]([NH:17][C:18]2[CH:23]=[CH:22][C:21]([C:24]([N:26]3[CH2:31][CH2:30][O:29][CH2:28][CH2:27]3)=[O:25])=[CH:20][N:19]=2)[C:3]1=[O:32].Br[C:34]1[CH:44]=[CH:43][CH:42]=[C:41]([N:45]2[CH:54]=[CH:53][C:52]3[C:47](=[CH:48][CH:49]=[C:50]([N:55]([CH3:57])[CH3:56])[CH:51]=3)[C:46]2=[O:58])[C:35]=1[CH2:36][O:37][C:38](=[O:40])[CH3:39].P([O-])([O-])([O-])=O.[K+].[K+].[K+], predict the reaction product. The product is: [CH3:57][N:55]([CH3:56])[C:50]1[CH:51]=[C:52]2[C:47](=[CH:48][CH:49]=1)[C:46](=[O:58])[N:45]([C:41]1[CH:42]=[CH:43][CH:44]=[C:34]([C:6]3[CH:5]=[C:4]([NH:17][C:18]4[CH:23]=[CH:22][C:21]([C:24]([N:26]5[CH2:27][CH2:28][O:29][CH2:30][CH2:31]5)=[O:25])=[CH:20][N:19]=4)[C:3](=[O:32])[N:2]([CH3:1])[CH:7]=3)[C:35]=1[CH2:36][O:37][C:38](=[O:40])[CH3:39])[CH:54]=[CH:53]2.